The task is: Predict the product of the given reaction.. This data is from Forward reaction prediction with 1.9M reactions from USPTO patents (1976-2016). (1) The product is: [NH2:7][C:8]1[C:16]([N+:17]([O-:19])=[O:18])=[CH:15][CH:14]=[CH:13][C:9]=1[C:10]([NH2:6])=[O:11]. Given the reactants S(Cl)(Cl)=O.[OH-].[NH4+:6].[NH2:7][C:8]1[C:16]([N+:17]([O-:19])=[O:18])=[CH:15][CH:14]=[CH:13][C:9]=1[C:10](O)=[O:11], predict the reaction product. (2) Given the reactants Cl[C:2]1[N:7]=[C:6]([NH:8][C:9]2[CH:14]=[C:13]([O:15][CH2:16][C:17]3[C:22]([O:23][CH3:24])=[CH:21][CH:20]=[C:19]([F:25])[C:18]=3[F:26])[C:12]([O:27][CH3:28])=[CH:11][C:10]=2[Cl:29])[C:5]([C:30]([O:32]C)=[O:31])=[C:4]([CH3:34])[N:3]=1.ClC1N=C(Cl)C(C(OC)=O)=C(C)[N:37]=1.O.[N-]=[N+]=[N-].[Na+], predict the reaction product. The product is: [NH2:37][C:2]1[N:7]=[C:6]([NH:8][C:9]2[CH:14]=[C:13]([O:15][CH2:16][C:17]3[C:22]([O:23][CH3:24])=[CH:21][CH:20]=[C:19]([F:25])[C:18]=3[F:26])[C:12]([O:27][CH3:28])=[CH:11][C:10]=2[Cl:29])[C:5]([C:30]([OH:32])=[O:31])=[C:4]([CH3:34])[N:3]=1. (3) Given the reactants [CH2:1]([O:3][C:4](=[O:21])[C:5]#[C:6][C:7]1([OH:20])[CH2:12][CH2:11][N:10]([C:13]([O:15][C:16]([CH3:19])([CH3:18])[CH3:17])=[O:14])[CH2:9][CH2:8]1)[CH3:2], predict the reaction product. The product is: [CH2:1]([O:3][C:4](=[O:21])[CH2:5][CH2:6][C:7]1([OH:20])[CH2:8][CH2:9][N:10]([C:13]([O:15][C:16]([CH3:18])([CH3:17])[CH3:19])=[O:14])[CH2:11][CH2:12]1)[CH3:2]. (4) The product is: [CH2:27]([O:26][CH2:25][CH2:24][CH2:23][CH2:22][C@H:21]([C@@H:17]1[CH2:18][CH2:19][CH2:20][N:15]([C:13]([NH:12][C@@H:8]([CH2:7][CH:1]2[CH2:6][CH2:5][CH2:4][CH2:3][CH2:2]2)[CH2:9][N:10]([CH3:11])[C:49](=[O:50])[O:51][C:52]([CH3:53])([CH3:54])[CH3:55])=[O:14])[CH2:16]1)[C:29]1[CH:30]=[CH:31][CH:32]=[CH:33][CH:34]=1)[CH3:28]. Given the reactants [CH:1]1([CH2:7][C@H:8]([NH:12][C:13]([N:15]2[CH2:20][CH2:19][CH2:18][CH:17]([CH:21]([C:29]3[CH:34]=[CH:33][CH:32]=[CH:31][CH:30]=3)[CH2:22][CH2:23][CH2:24][CH2:25][O:26][CH2:27][CH3:28])[CH2:16]2)=[O:14])[CH2:9][NH:10][CH3:11])[CH2:6][CH2:5][CH2:4][CH2:3][CH2:2]1.C([O-])([O-])=O.[K+].[K+].[CH3:53][C:52]([O:51][C:49](O[C:49]([O:51][C:52]([CH3:55])([CH3:54])[CH3:53])=[O:50])=[O:50])([CH3:55])[CH3:54], predict the reaction product. (5) Given the reactants CN(C1C(C2C(P(C3CCCCC3)C3CCCCC3)=CC=CC=2)=CC=CC=1)C.Cl[C:30]1[N:35]=[CH:34][C:33]([C:36]2[O:40][N:39]=[C:38]([C:41]3[N:46]=[C:45]([N:47]([CH3:54])[C:48]4[CH:53]=[CH:52][CH:51]=[CH:50][CH:49]=4)[N:44]=[C:43]([NH2:55])[N:42]=3)[N:37]=2)=[CH:32][CH:31]=1.[F:56][C:57]([F:61])([F:60])[CH2:58][NH2:59].[Li+].C[Si]([N-][Si](C)(C)C)(C)C, predict the reaction product. The product is: [CH3:54][N:47]([C:48]1[CH:53]=[CH:52][CH:51]=[CH:50][CH:49]=1)[C:45]1[N:44]=[C:43]([NH2:55])[N:42]=[C:41]([C:38]2[N:37]=[C:36]([C:33]3[CH:34]=[N:35][C:30]([NH:59][CH2:58][C:57]([F:61])([F:60])[F:56])=[CH:31][CH:32]=3)[O:40][N:39]=2)[N:46]=1. (6) Given the reactants [C:1]([Si:5]([CH3:17])([CH3:16])[N:6]1[C:10]2=[N:11][CH:12]=[C:13]([CH3:15])[CH:14]=[C:9]2[CH2:8][CH2:7]1)([CH3:4])([CH3:3])[CH3:2].C(C1C(=O)C(Cl)=C(Cl)C(=O)C=1C#N)#N, predict the reaction product. The product is: [C:1]([Si:5]([CH3:17])([CH3:16])[N:6]1[C:10]2=[N:11][CH:12]=[C:13]([CH3:15])[CH:14]=[C:9]2[CH:8]=[CH:7]1)([CH3:4])([CH3:3])[CH3:2]. (7) Given the reactants [F:1][C:2]1[CH:7]=[C:6]([F:8])[CH:5]=[CH:4][C:3]=1[CH:9]([F:32])[CH:10]1[CH2:15][CH2:14][N:13]([C:16]2[C:17]([NH:28][CH:29]([CH3:31])[CH3:30])=[N:18][C:19]3[C:24]([N:25]=2)=[CH:23][C:22]([C:26]#[N:27])=[CH:21][CH:20]=3)[CH2:12][CH2:11]1.C1(NC2C(N3CCC(C(C4C=CC(F)=CC=4F)F)CC3)=NC3C(N=2)=CC(C#N)=CC=3)CC1, predict the reaction product. The product is: [CH:29]1([NH:28][C:17]2[C:16]([N:13]3[CH2:12][CH2:11][CH:10]([CH:9]([C:3]4[CH:4]=[CH:5][C:6]([F:8])=[CH:7][C:2]=4[F:1])[F:32])[CH2:15][CH2:14]3)=[N:25][C:24]3[C:19](=[CH:20][CH:21]=[C:22]([C:26]#[N:27])[CH:23]=3)[N:18]=2)[CH2:30][CH2:31]1. (8) Given the reactants [I:1][C:2]1[CH:3]=[CH:4][C:5]([O:9][CH:10]2[CH2:15][CH2:14][O:13][CH2:12][CH2:11]2)=[C:6]([NH2:8])[CH:7]=1.Cl[C:17]1[C:22]([Cl:23])=[CH:21][N:20]=[C:19]([NH2:24])[N:18]=1.Cl.[OH-].[Na+], predict the reaction product. The product is: [Cl:23][C:22]1[C:17]([NH:8][C:6]2[CH:7]=[C:2]([I:1])[CH:3]=[CH:4][C:5]=2[O:9][CH:10]2[CH2:15][CH2:14][O:13][CH2:12][CH2:11]2)=[N:18][C:19]([NH2:24])=[N:20][CH:21]=1. (9) The product is: [CH2:2]([O:4][C:5](=[O:22])[CH2:6][C:12]1[CH:17]=[CH:16][C:15]([Br:18])=[CH:14][C:13]=1[N+:19]([O-:21])=[O:20])[CH3:3]. Given the reactants Cl.[CH2:2]([O:4][C:5](=[O:22])[CH:6]([C:12]1[CH:17]=[CH:16][C:15]([Br:18])=[CH:14][C:13]=1[N+:19]([O-:21])=[O:20])C(OCC)=O)[CH3:3].O, predict the reaction product. (10) Given the reactants [H-].[Na+].[Br:3][C:4]1[C:17]2[C:8](=[N:9][C:10]3[C:15]([C:16]=2Cl)=[CH:14][CH:13]=[CH:12][CH:11]=3)[CH:7]=[CH:6][CH:5]=1.[CH3:19][C:20]([NH:22][C:23]1[CH:28]=[CH:27][C:26]([OH:29])=[CH:25][CH:24]=1)=[O:21], predict the reaction product. The product is: [Br:3][C:4]1[C:17]2[C:8](=[N:9][C:10]3[C:15]([C:16]=2[O:29][C:26]2[CH:25]=[CH:24][C:23]([NH:22][C:20](=[O:21])[CH3:19])=[CH:28][CH:27]=2)=[CH:14][CH:13]=[CH:12][CH:11]=3)[CH:7]=[CH:6][CH:5]=1.